Task: Regression/Classification. Given a drug SMILES string, predict its absorption, distribution, metabolism, or excretion properties. Task type varies by dataset: regression for continuous measurements (e.g., permeability, clearance, half-life) or binary classification for categorical outcomes (e.g., BBB penetration, CYP inhibition). For this dataset (solubility_aqsoldb), we predict Y.. Dataset: Aqueous solubility values for 9,982 compounds from the AqSolDB database (1) The compound is CN1C(=O)CCS(=O)(=O)C1c1ccc(Cl)cc1. The Y is -2.04 log mol/L. (2) The Y is -7.63 log mol/L. The molecule is CC(=O)C(N=Nc1ccccc1OCCOc1ccccc1N=NC(C(C)=O)C(=O)Nc1ccc2[nH]c(=O)[nH]c2c1)C(=O)Nc1ccc2[nH]c(=O)[nH]c2c1. (3) The compound is CCCC(=O)OC. The Y is -0.833 log mol/L. (4) The molecule is c1ccc(CNCCNCc2ccccc2)cc1. The Y is -1.79 log mol/L. (5) The drug is Cc1cccc(C)c1OCC(=O)NC(Cc1ccccc1)C(O)C(=O)N1CSC(C)(C)C1C(=O)NC(C)(C)C. The Y is -5.01 log mol/L. (6) The molecule is COc1ccc(C(=O)NC(Cc2ccccc2)C(O)C(=O)N2CSC(C)(C)C2C(=O)NC(C)(C)C)cc1. The Y is -4.11 log mol/L. (7) The compound is O=c1[nH]c(=O)c2nccnc2[nH]1. The Y is -2.12 log mol/L. (8) The molecule is C=CCN(CC=C)C(=O)C(Cl)Cl. The Y is -1.62 log mol/L.